This data is from Reaction yield outcomes from USPTO patents with 853,638 reactions. The task is: Predict the reaction yield, written as a fraction of the theoretical maximum amount of product (1.0 means a 100% yield; for example, 0.34 means a 34% yield). (1) The reactants are [N:1]1([C:7]2[C:8]3[N:16]=[C:15]([C:17]4[CH:22]=[CH:21][C:20]([CH3:23])=[CH:19][CH:18]=4)[S:14][C:9]=3[N:10]=[C:11]([NH2:13])[N:12]=2)[CH2:6][CH2:5][NH:4][CH2:3][CH2:2]1.[CH3:24][O:25][C:26]1[CH:36]=[CH:35][C:29]([O:30][CH2:31][C:32](O)=[O:33])=[CH:28][CH:27]=1. No catalyst specified. The product is [NH2:13][C:11]1[N:12]=[C:7]([N:1]2[CH2:2][CH2:3][N:4]([C:32](=[O:33])[CH2:31][O:30][C:29]3[CH:35]=[CH:36][C:26]([O:25][CH3:24])=[CH:27][CH:28]=3)[CH2:5][CH2:6]2)[C:8]2[N:16]=[C:15]([C:17]3[CH:22]=[CH:21][C:20]([CH3:23])=[CH:19][CH:18]=3)[S:14][C:9]=2[N:10]=1. The yield is 0.410. (2) The reactants are Cl[C:2]1[CH:7]=[C:6]([Cl:8])[N:5]=[C:4]([S:9][CH3:10])[N:3]=1.[Cl:11][C:12]1[CH:17]=[C:16]([Cl:18])[CH:15]=[CH:14][C:13]=1[CH2:19][CH2:20][NH2:21].C(=O)(O)[O-].[Na+].O. The catalyst is CCO. The product is [Cl:8][C:6]1[N:5]=[C:4]([S:9][CH3:10])[N:3]=[C:2]([NH:21][CH2:20][CH2:19][C:13]2[CH:14]=[CH:15][C:16]([Cl:18])=[CH:17][C:12]=2[Cl:11])[CH:7]=1. The yield is 0.720. (3) The reactants are C([Li])CCC.[C:6]1([NH:12][C:13](=[O:23])[C:14]2[CH:19]=[CH:18][C:17](Br)=[CH:16][C:15]=2[O:21][CH3:22])[CH:11]=[CH:10][CH:9]=[CH:8][CH:7]=1.[B:24](OC(C)C)([O:29]C(C)C)[O:25]C(C)C.Cl. The catalyst is O1CCCC1. The product is [NH:12]([C:13]([C:14]1[CH:19]=[CH:18][C:17]([B:24]([OH:29])[OH:25])=[CH:16][C:15]=1[O:21][CH3:22])=[O:23])[C:6]1[CH:11]=[CH:10][CH:9]=[CH:8][CH:7]=1. The yield is 0.620. (4) The reactants are [CH2:1]([O:8][C:9]1[CH:14]=[CH:13][NH:12][C:11](=[O:15])[CH:10]=1)[C:2]1[CH:7]=[CH:6][CH:5]=[CH:4][CH:3]=1.Br[C:17]1[CH:18]=[CH:19][C:20]([N:23]2[CH2:27][CH2:26][C@H:25]([OH:28])[CH2:24]2)=[N:21][CH:22]=1.C(N1CCN(C2N=CC(N3C=CC(OCC4C=CC=CC=4)=CC3=O)=CC=2)CC1)(=O)C.N[C@@H]1CCCC[C@H]1N.C(=O)([O-])[O-].[K+].[K+]. The catalyst is CN1CCCC1=O.C(Cl)Cl.[Cu]I. The product is [CH2:1]([O:8][C:9]1[CH:14]=[CH:13][N:12]([C:17]2[CH:22]=[N:21][C:20]([N:23]3[CH2:27][CH2:26][C@H:25]([OH:28])[CH2:24]3)=[CH:19][CH:18]=2)[C:11](=[O:15])[CH:10]=1)[C:2]1[CH:3]=[CH:4][CH:5]=[CH:6][CH:7]=1. The yield is 0.170. (5) The reactants are [NH2:1][C:2]1[CH2:6][CH2:5][C@@H:4]([CH3:7])[C:3]=1[C:8]([O:10]CC)=O.C([O-])=O.[NH4+].[CH:17]([NH2:19])=O. No catalyst specified. The product is [CH3:7][C@H:4]1[C:3]2[C:8]([OH:10])=[N:19][CH:17]=[N:1][C:2]=2[CH2:6][CH2:5]1. The yield is 0.650.